From a dataset of NCI-60 drug combinations with 297,098 pairs across 59 cell lines. Regression. Given two drug SMILES strings and cell line genomic features, predict the synergy score measuring deviation from expected non-interaction effect. Drug 1: C1=CC(=CC=C1CCC2=CNC3=C2C(=O)NC(=N3)N)C(=O)NC(CCC(=O)O)C(=O)O. Drug 2: CCCS(=O)(=O)NC1=C(C(=C(C=C1)F)C(=O)C2=CNC3=C2C=C(C=N3)C4=CC=C(C=C4)Cl)F. Cell line: HOP-62. Synergy scores: CSS=34.7, Synergy_ZIP=-7.77, Synergy_Bliss=0.113, Synergy_Loewe=-21.9, Synergy_HSA=-0.401.